From a dataset of Full USPTO retrosynthesis dataset with 1.9M reactions from patents (1976-2016). Predict the reactants needed to synthesize the given product. (1) Given the product [NH2:31][C:10]1[C:9]([O:8][C:7]2[CH:25]=[CH:26][C:27]([F:29])=[CH:28][C:6]=2[F:5])=[CH:14][C:13]([S:15][C:16]2[CH:21]=[CH:20][CH:19]=[CH:18][N:17]=2)=[CH:12][N:11]=1, predict the reactants needed to synthesize it. The reactants are: [OH-].[Na+].BrBr.[F:5][C:6]1[CH:28]=[C:27]([F:29])[CH:26]=[CH:25][C:7]=1[O:8][C:9]1[C:10](C(N)=O)=[N:11][CH:12]=[C:13]([S:15][C:16]2[CH:21]=[CH:20][CH:19]=[CH:18][N:17]=2)[CH:14]=1.[Cl-].[NH4+:31]. (2) Given the product [CH:37]1([C:35]([NH:34][C:32]2[N:33]=[C:28]3[CH:27]=[CH:26][C:25]([O:24][C:23]4[CH:40]=[CH:41][C:42]([F:43])=[C:21]([NH:20][C:7]([C:5]5[C:4]([CH3:10])=[N:3][N:2]([CH3:1])[CH:6]=5)=[O:8])[CH:22]=4)=[CH:30][N:29]3[N:31]=2)=[O:36])[CH2:38][CH2:39]1, predict the reactants needed to synthesize it. The reactants are: [CH3:1][N:2]1[CH:6]=[C:5]([C:7](O)=[O:8])[C:4]([CH3:10])=[N:3]1.O1CCCC1.S(Cl)(Cl)=O.[NH2:20][C:21]1[CH:22]=[C:23]([CH:40]=[CH:41][C:42]=1[F:43])[O:24][C:25]1[CH:26]=[CH:27][C:28]2[N:29]([N:31]=[C:32]([NH:34][C:35]([CH:37]3[CH2:39][CH2:38]3)=[O:36])[N:33]=2)[CH:30]=1. (3) Given the product [ClH:1].[CH3:7][NH:9][CH2:11][C:12]1[CH:40]=[CH:39][C:15]([C:16]([NH:18][C:19]2[CH:20]=[C:21]([C:25]3[N:30]4[N:31]=[CH:32][C:33]([C:34]([O:36][CH2:37][CH3:38])=[O:35])=[C:29]4[N:28]=[CH:27][CH:26]=3)[CH:22]=[CH:23][CH:24]=2)=[O:17])=[CH:14][C:13]=1[C:41]([F:43])([F:44])[F:42], predict the reactants needed to synthesize it. The reactants are: [ClH:1].C(O[C:7]([N:9]([CH2:11][C:12]1[CH:40]=[CH:39][C:15]([C:16]([NH:18][C:19]2[CH:20]=[C:21]([C:25]3[N:30]4[N:31]=[CH:32][C:33]([C:34]([O:36][CH2:37][CH3:38])=[O:35])=[C:29]4[N:28]=[CH:27][CH:26]=3)[CH:22]=[CH:23][CH:24]=2)=[O:17])=[CH:14][C:13]=1[C:41]([F:44])([F:43])[F:42])C)=O)(C)(C)C. (4) Given the product [Br:1][C:2]1[CH:11]=[C:10]2[C:5]([CH2:6][CH2:7][C:8](=[CH2:13])[C:9]2([CH3:16])[OH:12])=[CH:4][CH:3]=1, predict the reactants needed to synthesize it. The reactants are: [Br:1][C:2]1[CH:11]=[C:10]2[C:5]([CH2:6][CH2:7][C:8](=[CH2:13])[C:9]2=[O:12])=[CH:4][CH:3]=1.[Cl-].[NH4+].[CH2:16]1COCC1. (5) Given the product [Cl:1][C:2]1[CH:3]=[C:4]2[C:9](=[CH:10][CH:11]=1)[NH:8][C:7](=[O:12])[C:6]([C@@H:13]([NH:15][C:16]1[C:21]([F:22])=[C:20]([N:26]3[CH2:27][CH2:28][O:24][C:25]3=[O:29])[CH:19]=[CH:18][N:17]=1)[CH3:14])=[CH:5]2, predict the reactants needed to synthesize it. The reactants are: [Cl:1][C:2]1[CH:3]=[C:4]2[C:9](=[CH:10][CH:11]=1)[NH:8][C:7](=[O:12])[C:6]([C@@H:13]([NH:15][C:16]1[C:21]([F:22])=[C:20](I)[CH:19]=[CH:18][N:17]=1)[CH3:14])=[CH:5]2.[O:24]1[CH2:28][CH2:27][NH:26][C:25]1=[O:29].[O-]P([O-])([O-])=O.[K+].[K+].[K+]. (6) Given the product [Br:18][CH2:19][CH2:20][CH2:21][CH2:22][C:23]([NH:11][C:9]1[S:10][C:6]([Br:5])=[CH:7][N:8]=1)=[O:24], predict the reactants needed to synthesize it. The reactants are: Br(O)(=O)=O.[Br:5][C:6]1[S:10][C:9]([NH2:11])=[N:8][CH:7]=1.N1C=CC=CC=1.[Br:18][CH2:19][CH2:20][CH2:21][CH2:22][C:23](Cl)=[O:24].CO. (7) Given the product [I:12][C:7]1[C:6]([NH2:9])=[CH:5][CH:4]=[C:3]([C:2]([F:1])([F:10])[F:11])[N:8]=1, predict the reactants needed to synthesize it. The reactants are: [F:1][C:2]([F:11])([F:10])[C:3]1[N:8]=[CH:7][C:6]([NH2:9])=[CH:5][CH:4]=1.[I:12]I. (8) Given the product [CH3:29][O:28][C:26](=[O:27])[CH2:25][CH2:24][CH2:23][S:21][CH:13]1[CH:12]([CH2:11][C:1]2[C:10]3[C:5](=[CH:6][CH:7]=[CH:8][CH:9]=3)[CH:4]=[CH:3][CH:2]=2)[N:16]2[CH:17]=[CH:18][CH:19]=[CH:20][C:15]2=[N:14]1, predict the reactants needed to synthesize it. The reactants are: [C:1]1([CH2:11][CH:12]2[N:16]3[CH:17]=[CH:18][CH:19]=[CH:20][C:15]3=[N:14][C:13]2=[S:21])[C:10]2[C:5](=[CH:6][CH:7]=[CH:8][CH:9]=2)[CH:4]=[CH:3][CH:2]=1.Br[CH2:23][CH2:24][CH2:25][C:26]([O:28][CH3:29])=[O:27].C(=O)([O-])[O-].[K+].[K+].